From a dataset of Full USPTO retrosynthesis dataset with 1.9M reactions from patents (1976-2016). Predict the reactants needed to synthesize the given product. (1) Given the product [Cl:22][C:23]1[CH:30]=[CH:29][C:26]([CH2:27][N:16]2[CH2:17][CH2:18][CH:13](/[CH:12]=[C:11]3/[C:7]([NH:6][CH2:5][C:4]([OH:3])([CH3:21])[CH3:20])=[N:8][C:9](=[O:19])[S:10]/3)[CH2:14][CH2:15]2)=[C:25]([C:31]([F:32])([F:33])[F:34])[CH:24]=1, predict the reactants needed to synthesize it. The reactants are: Cl.Cl.[OH:3][C:4]([CH3:21])([CH3:20])[CH2:5][NH:6][C:7]1=[N:8][C:9](=[O:19])[S:10]/[C:11]/1=[CH:12]\[CH:13]1[CH2:18][CH2:17][NH:16][CH2:15][CH2:14]1.[Cl:22][C:23]1[CH:30]=[CH:29][C:26]([CH:27]=O)=[C:25]([C:31]([F:34])([F:33])[F:32])[CH:24]=1.C(O[BH-](OC(=O)C)OC(=O)C)(=O)C.[Na+].C(=O)([O-])O.[Na+]. (2) Given the product [Cl:12][C:13]1[S:17][C:16]([C:18]2[N:19]=[C:20]([N:27]3[C:35]4[C:30](=[CH:31][CH:32]=[C:33]([O:36][CH2:37][C:10]([NH:8][CH3:7])=[O:11])[CH:34]=4)[CH2:29][CH2:28]3)[C:21]3[CH2:26][CH2:25][CH2:24][C:22]=3[N:23]=2)=[CH:15][CH:14]=1, predict the reactants needed to synthesize it. The reactants are: C(Cl)(=O)C(Cl)=O.[CH3:7][N:8]([CH:10]=[O:11])C.[Cl:12][C:13]1[S:17][C:16]([C:18]2[N:19]=[C:20]([N:27]3[C:35]4[C:30](=[CH:31][CH:32]=[C:33]([O:36][CH2:37]C(O)=O)[CH:34]=4)[CH2:29][CH2:28]3)[C:21]3[CH2:26][CH2:25][CH2:24][C:22]=3[N:23]=2)=[CH:15][CH:14]=1.CNC.